From a dataset of Forward reaction prediction with 1.9M reactions from USPTO patents (1976-2016). Predict the product of the given reaction. (1) Given the reactants Cl[C:2]1[C:11]2[C:6](=[CH:7][CH:8]=[C:9]([C:12]([F:18])([F:17])[C:13]([F:16])([F:15])[F:14])[CH:10]=2)[CH:5]=[CH:4][N:3]=1.[NH2:19][CH2:20][C:21]([NH:23][CH:24]1[CH2:27][N:26]([C:28]([O:30][C:31]([CH3:34])([CH3:33])[CH3:32])=[O:29])[CH2:25]1)=[O:22].C([O-])([O-])=O.[Cs+].[Cs+].C1C=CC(P(C2C(C3C(P(C4C=CC=CC=4)C4C=CC=CC=4)=CC=C4C=3C=CC=C4)=C3C(C=CC=C3)=CC=2)C2C=CC=CC=2)=CC=1, predict the reaction product. The product is: [F:17][C:12]([F:18])([C:9]1[CH:10]=[C:11]2[C:6]([CH:5]=[CH:4][N:3]=[C:2]2[NH:19][CH2:20][C:21]([NH:23][CH:24]2[CH2:27][N:26]([C:28]([O:30][C:31]([CH3:34])([CH3:33])[CH3:32])=[O:29])[CH2:25]2)=[O:22])=[CH:7][CH:8]=1)[C:13]([F:16])([F:15])[F:14]. (2) Given the reactants N1(C2C=CC(CC(N3CCN(C(C)CC4C=CC5C(=O)OCC=5C=4)CC3)=O)=CC=2)C=NN=N1.Cl.[N:35]1([C:41](=[O:54])[CH2:42][C:43]2[CH:48]=[CH:47][C:46]([N:49]3[CH:53]=[N:52][N:51]=[N:50]3)=[CH:45][CH:44]=2)[CH2:40][CH2:39][NH:38][CH2:37][CH2:36]1.O=[C:56]1[CH2:65][CH2:64][C:63]2[CH:62]=[C:61]([C:66]#[N:67])[CH:60]=[CH:59][C:58]=2[CH2:57]1, predict the reaction product. The product is: [N:49]1([C:46]2[CH:45]=[CH:44][C:43]([CH2:42][C:41]([N:35]3[CH2:40][CH2:39][N:38]([CH:56]4[CH2:65][CH2:64][C:63]5[CH:62]=[C:61]([C:66]#[N:67])[CH:60]=[CH:59][C:58]=5[CH2:57]4)[CH2:37][CH2:36]3)=[O:54])=[CH:48][CH:47]=2)[CH:53]=[N:52][N:51]=[N:50]1. (3) Given the reactants [F:1][C:2]([F:53])([F:52])[C:3]1[CH:4]=[C:5]([C@H:13]2[O:17][C:16](=[O:18])[N:15]([CH2:19][C:20]3[C:25]([C:26]4[CH:27]=[C:28]([C:34]5[C:43]([CH3:44])=[CH:42][C:37]([C:38]([NH:40][NH2:41])=[O:39])=[CH:36][C:35]=5[CH3:45])[CH:29]=[N:30][C:31]=4[O:32][CH3:33])=[CH:24][N:23]=[C:22]([N:46]4[CH2:49][CH:48]([F:50])[CH2:47]4)[N:21]=3)[C@H:14]2[CH3:51])[CH:6]=[C:7]([C:9]([F:12])([F:11])[F:10])[CH:8]=1.C1N=CN([C:59](N2C=NC=C2)=[O:60])C=1, predict the reaction product. The product is: [F:10][C:9]([F:12])([F:11])[C:7]1[CH:6]=[C:5]([C@H:13]2[O:17][C:16](=[O:18])[N:15]([CH2:19][C:20]3[C:25]([C:26]4[CH:27]=[C:28]([C:34]5[C:43]([CH3:44])=[CH:42][C:37]([C:38]6[O:39][C:59](=[O:60])[NH:41][N:40]=6)=[CH:36][C:35]=5[CH3:45])[CH:29]=[N:30][C:31]=4[O:32][CH3:33])=[CH:24][N:23]=[C:22]([N:46]4[CH2:49][CH:48]([F:50])[CH2:47]4)[N:21]=3)[C@H:14]2[CH3:51])[CH:4]=[C:3]([C:2]([F:1])([F:52])[F:53])[CH:8]=1. (4) Given the reactants C([N:8]1[CH2:13][CH2:12][N:11]([CH2:14][C:15]2[CH:20]=[C:19]([C:21]3[CH:26]=[CH:25][C:24]([O:27]CC4C=CC=CC=4)=[CH:23][C:22]=3[F:35])[N:18]=[C:17]3[N:36]([CH:40]4[CH2:45][CH2:44][CH2:43][CH2:42][O:41]4)[N:37]=[C:38]([CH3:39])[C:16]=23)[C:10]([CH3:47])([CH3:46])[CH2:9]1)C1C=CC=CC=1, predict the reaction product. The product is: [CH3:46][C:10]1([CH3:47])[CH2:9][NH:8][CH2:13][CH2:12][N:11]1[CH2:14][C:15]1[CH:20]=[C:19]([C:21]2[CH:26]=[CH:25][C:24]([OH:27])=[CH:23][C:22]=2[F:35])[N:18]=[C:17]2[N:36]([CH:40]3[CH2:45][CH2:44][CH2:43][CH2:42][O:41]3)[N:37]=[C:38]([CH3:39])[C:16]=12.